Dataset: Reaction yield outcomes from USPTO patents with 853,638 reactions. Task: Predict the reaction yield, written as a fraction of the theoretical maximum amount of product (1.0 means a 100% yield; for example, 0.34 means a 34% yield). (1) The reactants are C([O:5][C:6]([C:8]1([CH2:11][CH2:12][CH2:13][CH2:14][C:15](=[O:30])[CH2:16][CH2:17][CH2:18][CH2:19][C:20]2([C:23]([O:25]C(C)(C)C)=[O:24])[CH2:22][CH2:21]2)[CH2:10][CH2:9]1)=[O:7])(C)(C)C. The catalyst is C(O)=O. The product is [C:23]([C:20]1([CH2:19][CH2:18][CH2:17][CH2:16][C:15](=[O:30])[CH2:14][CH2:13][CH2:12][CH2:11][C:8]2([C:6]([OH:7])=[O:5])[CH2:9][CH2:10]2)[CH2:22][CH2:21]1)([OH:25])=[O:24]. The yield is 0.990. (2) The reactants are Br[CH:2]([C:22]1[CH:27]=[CH:26][N:25]=[C:24](NC2C=CC(OC)=C(F)C=2)[N:23]=1)[C:3]([C:5]1[CH:6]=[C:7]([NH:11][C:12](=[O:21])[C:13]2[CH:18]=[C:17]([F:19])[CH:16]=[CH:15][C:14]=2[F:20])[CH:8]=[CH:9][CH:10]=1)=O.C(Cl)[Cl:39].C1C(=O)N(Br)C(=O)C1.[NH2:49][C:50]([NH2:52])=[S:51]. The product is [NH2:49][C:50]1[S:51][C:2]([C:22]2[CH:27]=[CH:26][N:25]=[C:24]([Cl:39])[N:23]=2)=[C:3]([C:5]2[CH:6]=[C:7]([NH:11][C:12](=[O:21])[C:13]3[CH:18]=[C:17]([F:19])[CH:16]=[CH:15][C:14]=3[F:20])[CH:8]=[CH:9][CH:10]=2)[N:52]=1. The yield is 0.900. The catalyst is CCOC(C)=O.